From a dataset of Full USPTO retrosynthesis dataset with 1.9M reactions from patents (1976-2016). Predict the reactants needed to synthesize the given product. (1) Given the product [OH:22][CH:19]1[CH2:18][CH2:17][C:14]2([C:13](=[O:23])[N:12]([C:9]3[CH:8]=[CH:7][C:6]([C@@H:3]([O:4][CH3:5])[C:2]([F:1])([F:24])[F:25])=[CH:11][CH:10]=3)[CH2:16][CH2:15]2)[CH2:21][CH2:20]1, predict the reactants needed to synthesize it. The reactants are: [F:1][C:2]([F:25])([F:24])[C@@H:3]([C:6]1[CH:11]=[CH:10][C:9]([N:12]2[CH2:16][CH2:15][C:14]3([CH2:21][CH2:20][C:19](=[O:22])[CH2:18][CH2:17]3)[C:13]2=[O:23])=[CH:8][CH:7]=1)[O:4][CH3:5].[BH4-].[Na+]. (2) The reactants are: ClC1C=C2C(=CC=1)NC(C(N[C@@H]1CC3C(=CC=CC=3)NC1=O)=O)=C2.[Cl:25][C:26]1[CH:27]=[C:28]2[C:32](=[CH:33][CH:34]=1)[NH:31][C:30]([C:35]([NH:37][C@H:38]1[CH2:47][C:46]3[C:41](=[CH:42][CH:43]=[CH:44][CH:45]=3)[N:40]([CH2:48][C:49]#[N:50])[C:39]1=[O:51])=[O:36])=[CH:29]2.ClC1C=C2C(=CC=1)NC(C(N[C@H]1CC3C(=CC=CC=3)NC1=O)=O)=C2. Given the product [Cl:25][C:26]1[CH:27]=[C:28]2[C:32](=[CH:33][CH:34]=1)[NH:31][C:30]([C:35]([NH:37][C@@H:38]1[CH2:47][C:46]3[C:41](=[CH:42][CH:43]=[CH:44][CH:45]=3)[N:40]([CH2:48][C:49]#[N:50])[C:39]1=[O:51])=[O:36])=[CH:29]2, predict the reactants needed to synthesize it. (3) The reactants are: Cl[C:2]1[C:11]2[C:6](=[CH:7][C:8]([F:13])=[CH:9][C:10]=2[F:12])[N:5]=[C:4]([C:14]2[CH:19]=[CH:18][CH:17]=[CH:16][C:15]=2[S:20]([CH3:23])(=[O:22])=[O:21])[C:3]=1[CH3:24].[O:25]1[CH2:30][CH:29]=[C:28]([C:31]2[CH:32]=[C:33]([NH2:37])[CH:34]=[N:35][CH:36]=2)[CH2:27][CH2:26]1. Given the product [O:25]1[CH2:26][CH:27]=[C:28]([C:31]2[CH:32]=[C:33]([NH:37][C:2]3[C:11]4[C:6](=[CH:7][C:8]([F:13])=[CH:9][C:10]=4[F:12])[N:5]=[C:4]([C:14]4[CH:19]=[CH:18][CH:17]=[CH:16][C:15]=4[S:20]([CH3:23])(=[O:22])=[O:21])[C:3]=3[CH3:24])[CH:34]=[N:35][CH:36]=2)[CH2:29][CH2:30]1, predict the reactants needed to synthesize it. (4) The reactants are: [I-].C[S+](C)(C)=O.[H-].[Na+].[CH3:9][O:10][C:11]1[CH:16]=[CH:15][C:14]([C@H:17]([N:19]2[C:23](=[O:24])[CH2:22][C@@H:21]([CH:25]=[O:26])[CH2:20]2)[CH3:18])=[CH:13][CH:12]=1.[CH3:27]COC(C)=O. Given the product [CH3:9][O:10][C:11]1[CH:16]=[CH:15][C:14]([C@H:17]([N:19]2[CH2:20][C@H:21]([CH:25]3[CH2:27][O:26]3)[CH2:22][C:23]2=[O:24])[CH3:18])=[CH:13][CH:12]=1, predict the reactants needed to synthesize it. (5) Given the product [NH2:16][CH2:17][CH:18]1[CH2:21][N:20]([C:22]2[S:23][C:24]([C:28]([O:30][CH2:31][CH3:32])=[O:29])=[C:25]([CH3:27])[N:26]=2)[CH2:19]1, predict the reactants needed to synthesize it. The reactants are: Br.C(O)(=O)C.C(OC([NH:16][CH2:17][CH:18]1[CH2:21][N:20]([C:22]2[S:23][C:24]([C:28]([O:30][CH2:31][CH3:32])=[O:29])=[C:25]([CH3:27])[N:26]=2)[CH2:19]1)=O)C1C=CC=CC=1.[OH-].[Na+]. (6) Given the product [N:1]1([C:8]2[CH:13]=[C:12]([CH2:14][OH:15])[CH:11]=[CH:10][N:9]=2)[CH2:6][CH2:5][NH:4][CH2:3][CH2:2]1, predict the reactants needed to synthesize it. The reactants are: [NH:1]1[CH2:6][CH2:5][NH:4][CH2:3][CH2:2]1.Cl[C:8]1[CH:13]=[C:12]([CH2:14][OH:15])[CH:11]=[CH:10][N:9]=1. (7) Given the product [Cl:9][C:10]([Cl:18])=[C:11]([F:16])[C:12]([F:15])([F:14])[F:13].[Cl:9][CH:10]([Cl:18])[C:11]([F:17])([F:16])[C:12]([F:15])([F:14])[F:13], predict the reactants needed to synthesize it. The reactants are: ClCC(F)C(F)(F)F.[Cl:9][CH:10]([Cl:18])[C:11]([F:17])([F:16])[C:12]([F:15])([F:14])[F:13].